Dataset: Peptide-MHC class II binding affinity with 134,281 pairs from IEDB. Task: Regression. Given a peptide amino acid sequence and an MHC pseudo amino acid sequence, predict their binding affinity value. This is MHC class II binding data. (1) The peptide sequence is TEAPAAPAEGEKPAE. The MHC is DRB1_1302 with pseudo-sequence DRB1_1302. The binding affinity (normalized) is 0.385. (2) The peptide sequence is VMGDTAWDFSSAGGF. The MHC is DRB5_0101 with pseudo-sequence DRB5_0101. The binding affinity (normalized) is 0. (3) The peptide sequence is KPVSQMRMATPLLMRPM. The MHC is H-2-IAb with pseudo-sequence H-2-IAb. The binding affinity (normalized) is 0.602. (4) The peptide sequence is PSHIMSVLDMGQGIL. The MHC is DRB5_0101 with pseudo-sequence DRB5_0101. The binding affinity (normalized) is 0.215. (5) The peptide sequence is AAAAAYETAFAAIVP. The MHC is DRB1_1302 with pseudo-sequence DRB1_1302. The binding affinity (normalized) is 0.389. (6) The peptide sequence is SKAALTSKLDAAYKL. The MHC is HLA-DPA10201-DPB10101 with pseudo-sequence HLA-DPA10201-DPB10101. The binding affinity (normalized) is 0.286. (7) The peptide sequence is FKAAVAAAAGAPPAD. The MHC is DRB1_0101 with pseudo-sequence DRB1_0101. The binding affinity (normalized) is 0.925.